This data is from Experimentally validated miRNA-target interactions with 360,000+ pairs, plus equal number of negative samples. The task is: Binary Classification. Given a miRNA mature sequence and a target amino acid sequence, predict their likelihood of interaction. (1) The miRNA is hsa-miR-4443 with sequence UUGGAGGCGUGGGUUUU. The protein sequence of the target gene is MSIAIPLGVTTSDTSYSDMAAGSDPESVEASPAVNEKSVYSTHNYGTTQRHGCRGLPYATIIPRSDLNGLPSPVEERCGDSPNSEGETVPTWCPCGLSQDGFLLNCDKCRGMSRGKVIRLHRRKQDNISGGDSSATESWDEELSPSTVLYTATQHTPTSITLTVRRTKPKKRKKSPEKGRAAPKTKKIKNSPSEAQNLDENTTEGWENRIRLWTDQYEEAFTNQYSADVQNALEQHLHSSKEFVGKPTILDTINKTELACNNTVIGSQMQLQLGRVTRVQKHRKILRAARDLALDTLIIE.... Result: 1 (interaction). (2) The miRNA is hsa-miR-1224-3p with sequence CCCCACCUCCUCUCUCCUCAG. The protein sequence of the target gene is MLKKPLSAVTWLCIFIVAFVSHPAWLQKLSKHKTPAQPQLKAANCCEEVKELKAQVANLSSLLSELNKKQERDWVSVVMQVMELESNSKRMESRLTDAESKYSEMNNQIDIMQLQAAQTVTQTSADAIYDCSSLYQKNYRISGVYKLPPDDFLGSPELEVFCDMETSGGGWTIIQRRKSGLVSFYRDWKQYKQGFGSIRGDFWLGNEHIHRLSRQPTRLRVEMEDWEGNLRYAEYSHFVLGNELNSYRLFLGNYTGNVGNDALQYHNNTAFSTKDKDNDNCLDKCAQLRKGGYWYNCCTD.... Result: 1 (interaction). (3) The miRNA is hsa-miR-335-5p with sequence UCAAGAGCAAUAACGAAAAAUGU. The protein sequence of the target gene is MSDKSDLKAELERKKQRLAQIREEKKRKEEERKKKEADMQQKKEPVQDDSDLDRKRRETEALLQSIGISPEPPLVQPLHFLTWDTCYFHYLVPTPMSPSSKSVSTPSEAGSQDSGDLGPLTRTLQWDTDPSVLQLQSDSELGRRLHKLGVSKVTQVDFLPREVVSYSKETQTPLATHQSEEDEEDEEMVESKVGQDSELENQDKKQEVKEAPPRELTEEEKQQILHSEEFLIFFDRTIRVIERALAEDSDIFFDYSGRELEEKDGDVQAGANLSFNRQFYDEHWSKHRVVTCMDWSLQYP.... Result: 1 (interaction). (4) The miRNA is mmu-miR-1964-5p with sequence AGCUGGAGCACAAAAGCCGGUG. The protein sequence of the target gene is MRPLPSGRRKTRGISLGLFALCLAAARCLQSQGVSLYIPQATINATVKEDILLSVEYSCHGVPTIEWTYSSNWGTQKIVEWKPGTQANISQSHKDRVCTFDNGSIQLFSVGVRDSGYYVITVTERLGSSQFGTIVLHVSEILYEDLHFVAVILAFLAAVAAVLISLMWVCNKCAYKFQRKRRHKLKESTTEEIELEDVEC. Result: 0 (no interaction). (5) The miRNA is hsa-miR-6722-5p with sequence AGGCGCACCCGACCACAUGC. The protein sequence of the target gene is MGSPGMVLGLLVQIWALQEASSLSVQQGPNLLQVRQGSQATLVCQVDQATAWERLRVKWTKDGAILCQPYITNGSLSLGVCGPQGRLSWQAPSHLTLQLDPVSLNHSGAYVCWAAVEIPELEEAEGNITRLFVDPDDPTQNRNRIASFPGFLFVLLGVGSMGVAAIVWGAWFWGRRSCQQRDSGNSPGNAFYSNVLYRPRGAPKKSEDCSGEGKDQRGQSIYSTSFPQPAPRQPHLASRPCPSPRPCPSPRPGHPVSMVRVSPRPSPTQQPRPKGFPKVGEE. Result: 1 (interaction). (6) The miRNA is hsa-miR-3680-3p with sequence UUUUGCAUGACCCUGGGAGUAGG. The protein sequence of the target gene is MTKLGFLRLSYEKQDTLLKLLILSMAAVLSFSTRLFAVLRFESVIHEFDPYFNYRTTRFLAEEGFYKFHNWFDDRAWYPLGRIIGGTIYPGLMITSAAIYHVLHFFHITIDIRNVCVFLAPLFSSFTTIVTYHLTKELKDAGAGLLAAAMIAVVPGYISRSVAGSYDNEGIAIFCMLLTYYMWIKAVKTGSIYWAAKCALAYFYMVSSWGGYVFLINLIPLHVLVLMLTGRFSHRIYVAYCTVYCLGTILSMQISFVGFQPVLSSEHMAAFGVFGLCQIHAFVDYLRSKLNPQQFEVLFR.... Result: 0 (no interaction).